Dataset: Full USPTO retrosynthesis dataset with 1.9M reactions from patents (1976-2016). Task: Predict the reactants needed to synthesize the given product. (1) Given the product [CH3:44][N:9]([CH3:8])[C:10]1[CH:11]=[C:12]([CH:41]=[CH:42][CH:43]=1)[C:13]([NH:15][C:16]1[CH:17]=[CH:18][C:19]([CH3:40])=[C:20]([NH:22][C:23](=[O:39])[C:24]2[CH:29]=[CH:28][CH:27]=[C:26]([O:30][CH2:31][C:32]([OH:34])=[O:33])[CH:25]=2)[CH:21]=1)=[O:14].[F:1][C:2]([F:7])([F:6])[C:3]([OH:5])=[O:4], predict the reactants needed to synthesize it. The reactants are: [F:1][C:2]([F:7])([F:6])[C:3]([OH:5])=[O:4].[CH3:8][N:9]([CH3:44])[C:10]1[CH:11]=[C:12]([CH:41]=[CH:42][CH:43]=1)[C:13]([NH:15][C:16]1[CH:17]=[CH:18][C:19]([CH3:40])=[C:20]([NH:22][C:23](=[O:39])[C:24]2[CH:29]=[CH:28][CH:27]=[C:26]([O:30][CH2:31][C:32]([O:34]C(C)(C)C)=[O:33])[CH:25]=2)[CH:21]=1)=[O:14]. (2) Given the product [Cl:1][C:2]1[CH:7]=[CH:6][CH:5]=[CH:4][C:3]=1[S:8]([NH:11][C:12]1[C:17]([C:18]2[CH:23]=[CH:22][C:21]([CH2:24][N:29]3[C:30]4[CH:36]=[CH:35][CH:34]=[CH:33][C:31]=4[N:32]=[C:28]3[CH2:26][CH3:27])=[CH:20][CH:19]=2)=[N:16][CH:15]=[CH:14][N:13]=1)(=[O:9])=[O:10], predict the reactants needed to synthesize it. The reactants are: [Cl:1][C:2]1[CH:7]=[CH:6][CH:5]=[CH:4][C:3]=1[S:8]([NH:11][C:12]1[C:17]([C:18]2[CH:23]=[CH:22][C:21]([CH2:24]Cl)=[CH:20][CH:19]=2)=[N:16][CH:15]=[CH:14][N:13]=1)(=[O:10])=[O:9].[CH2:26]([C:28]1[NH:29][C:30]2[CH:36]=[CH:35][CH:34]=[CH:33][C:31]=2[N:32]=1)[CH3:27].